Dataset: Full USPTO retrosynthesis dataset with 1.9M reactions from patents (1976-2016). Task: Predict the reactants needed to synthesize the given product. (1) Given the product [CH3:1][C:2]1[CH:7]=[CH:6][C:5]([CH2:8][O:9][S:21]([CH3:20])(=[O:23])=[O:22])=[CH:4][C:3]=1[N+:10]([O-:12])=[O:11], predict the reactants needed to synthesize it. The reactants are: [CH3:1][C:2]1[CH:7]=[CH:6][C:5]([CH2:8][OH:9])=[CH:4][C:3]=1[N+:10]([O-:12])=[O:11].C(N(CC)CC)C.[CH3:20][S:21](Cl)(=[O:23])=[O:22].Cl. (2) Given the product [NH2:17][C:2]1[C:7]2[NH:8][C:9](=[S:16])[N:10]([CH2:11][CH2:12][CH2:13][C:14]#[CH:15])[C:6]=2[CH:5]=[CH:4][N:3]=1, predict the reactants needed to synthesize it. The reactants are: Cl[C:2]1[C:7]2[NH:8][C:9](=[S:16])[N:10]([CH2:11][CH2:12][CH2:13][C:14]#[CH:15])[C:6]=2[CH:5]=[CH:4][N:3]=1.[NH2-:17].[Na+].N.C(O)C. (3) Given the product [C:1]([NH:5][C:7](=[S:8])[NH:6][C:9]1[CH:10]=[CH:11][C:12]([O:15][C:16](=[O:25])[N:17]([CH3:24])[C:18]2[CH:23]=[CH:22][CH:21]=[CH:20][CH:19]=2)=[N:13][CH:14]=1)([CH3:4])([CH3:3])[CH3:2], predict the reactants needed to synthesize it. The reactants are: [C:1]([NH2:5])([CH3:4])([CH3:3])[CH3:2].[N:6]([C:9]1[CH:10]=[CH:11][C:12]([O:15][C:16](=[O:25])[N:17]([CH3:24])[C:18]2[CH:23]=[CH:22][CH:21]=[CH:20][CH:19]=2)=[N:13][CH:14]=1)=[C:7]=[S:8]. (4) Given the product [CH3:39][C:33]1[CH:34]=[CH:35][CH:36]=[C:37]([CH3:38])[C:32]=1[O:31][C:17]1[N:18]([C:25]2[CH:30]=[CH:29][CH:28]=[CH:27][CH:26]=2)[C:19]2[C:20](=[N:21][CH:22]=[CH:23][CH:24]=2)[C:16]=1[C:14]([N:11]1[CH2:12][CH2:13][NH:8][CH:9]([CH2:40][C:41]([NH:42][CH3:43])=[O:44])[CH2:10]1)=[O:15], predict the reactants needed to synthesize it. The reactants are: C(OC([N:8]1[CH2:13][CH2:12][N:11]([C:14]([C:16]2[C:20]3=[N:21][CH:22]=[CH:23][CH:24]=[C:19]3[N:18]([C:25]3[CH:30]=[CH:29][CH:28]=[CH:27][CH:26]=3)[C:17]=2[O:31][C:32]2[C:37]([CH3:38])=[CH:36][CH:35]=[CH:34][C:33]=2[CH3:39])=[O:15])[CH2:10][CH:9]1[CH2:40][C:41](=[O:44])[NH:42][CH3:43])=O)(C)(C)C.Cl.Cl.Cl.CC1C=CC=C(C)C=1OC1N(C2C=CC=CC=2)C2C(=NC=CC=2)C=1C(N1CCNC(CC(NC)=O)C1)=O. (5) Given the product [O:1]1[CH2:6][CH2:5][CH:4]([CH2:7][NH:8][C:21](=[O:29])/[CH:22]=[CH:23]/[CH2:24][CH2:25][CH2:26][CH2:27][CH3:28])[CH2:3][CH2:2]1, predict the reactants needed to synthesize it. The reactants are: [O:1]1[CH2:6][CH2:5][CH:4]([CH2:7][NH2:8])[CH2:3][CH2:2]1.C(N(CC)CC)C.O1CCCC1.[C:21](Cl)(=[O:29])/[CH:22]=[CH:23]/[CH2:24][CH2:25][CH2:26][CH2:27][CH3:28]. (6) The reactants are: [NH2:1][C:2]1[CH:21]=[CH:20][C:5]([O:6][C:7]2[CH:12]=[CH:11][N:10]=[C:9]([NH:13][C:14](=[O:19])[O:15][CH2:16][CH:17]=[CH2:18])[CH:8]=2)=[C:4]([F:22])[CH:3]=1.CCN(C(C)C)C(C)C.Cl[C:33](Cl)([O:35]C(=O)OC(Cl)(Cl)Cl)Cl.Cl.[CH2:45]([O:48][C:49]1[CH:50]=[C:51]([CH:53]=[CH:54][CH:55]=1)[NH2:52])[CH:46]=[CH2:47]. Given the product [CH2:45]([O:48][C:49]1[CH:50]=[C:51]([NH:52][C:33](=[O:35])[NH:1][C:2]2[CH:21]=[CH:20][C:5]([O:6][C:7]3[CH:12]=[CH:11][N:10]=[C:9]([NH:13][C:14](=[O:19])[O:15][CH2:16][CH:17]=[CH2:18])[CH:8]=3)=[C:4]([F:22])[CH:3]=2)[CH:53]=[CH:54][CH:55]=1)[CH:46]=[CH2:47], predict the reactants needed to synthesize it. (7) Given the product [CH3:20][CH2:19][CH2:18][C:16]1[N:17]([CH2:31][C:32]2[CH:37]=[CH:36][C:35]([C:38]3[C:39]([C:44]([O:46][CH3:24])=[O:45])=[CH:40][CH:41]=[CH:42][CH:43]=3)=[CH:34][CH:33]=2)[C:13]2[C:14](=[C:21]([CH3:23])[CH:22]=[C:11]([C:3]3[N:2]([CH3:1])[C:6]4[C:5](=[CH:10][CH:9]=[CH:8][CH:7]=4)[N:4]=3)[CH:12]=2)[N:15]=1, predict the reactants needed to synthesize it. The reactants are: [CH3:1][N:2]1[C:6]2[CH:7]=[CH:8][CH:9]=[CH:10][C:5]=2[N:4]=[C:3]1[C:11]1[CH:22]=[C:21]([CH3:23])[C:14]2[N:15]=[C:16]([CH2:18][CH2:19][CH3:20])[NH:17][C:13]=2[CH:12]=1.[C:24]([O-])([O-])=O.[K+].[K+].Br[CH2:31][C:32]1[CH:37]=[CH:36][C:35]([C:38]2[C:39]([C:44]([OH:46])=[O:45])=[CH:40][CH:41]=[CH:42][CH:43]=2)=[CH:34][CH:33]=1.